From a dataset of Forward reaction prediction with 1.9M reactions from USPTO patents (1976-2016). Predict the product of the given reaction. (1) Given the reactants [N:1]1([CH2:6][CH2:7][CH2:8][NH:9][C:10]([C@:12]23[CH2:47][CH2:46][C@@H:45]([C:48]([CH2:50][O:51][CH2:52][CH2:53][N:54]4[CH2:59][CH2:58][O:57][CH2:56][CH2:55]4)=[CH2:49])[C@@H:13]2[C@@H:14]2[C@@:27]([CH3:30])([CH2:28][CH2:29]3)[C@@:26]3([CH3:31])[C@@H:17]([C@:18]4([CH3:44])[C@@H:23]([CH2:24][CH2:25]3)[C:22]([CH3:33])([CH3:32])[C:21]([C:34]3[CH:43]=[CH:42][C:37]([C:38]([O:40]C)=[O:39])=[CH:36][CH:35]=3)=[CH:20][CH2:19]4)[CH2:16][CH2:15]2)=[O:11])[CH:5]=[CH:4][N:3]=[CH:2]1.[OH-].[Na+], predict the reaction product. The product is: [N:1]1([CH2:6][CH2:7][CH2:8][NH:9][C:10]([C@:12]23[CH2:47][CH2:46][C@@H:45]([C:48]([CH2:50][O:51][CH2:52][CH2:53][N:54]4[CH2:55][CH2:56][O:57][CH2:58][CH2:59]4)=[CH2:49])[C@@H:13]2[C@@H:14]2[C@@:27]([CH3:30])([CH2:28][CH2:29]3)[C@@:26]3([CH3:31])[C@@H:17]([C@:18]4([CH3:44])[C@@H:23]([CH2:24][CH2:25]3)[C:22]([CH3:32])([CH3:33])[C:21]([C:34]3[CH:43]=[CH:42][C:37]([C:38]([OH:40])=[O:39])=[CH:36][CH:35]=3)=[CH:20][CH2:19]4)[CH2:16][CH2:15]2)=[O:11])[CH:5]=[CH:4][N:3]=[CH:2]1. (2) Given the reactants NC(N)=O.[Cl:5][C:6]1[CH:12]=[CH:11][C:9]([NH2:10])=[C:8]([OH:13])[C:7]=1[S:14]([N:17]1[CH2:22][CH2:21][S:20](=[O:23])[CH2:19][CH2:18]1)(=[O:16])=[O:15].[Cl:24][C:25]1[C:30]([Cl:31])=[CH:29][CH:28]=[CH:27][C:26]=1[N:32]=[C:33]=[O:34], predict the reaction product. The product is: [Cl:5][C:6]1[CH:12]=[CH:11][C:9]([NH:10][C:33]([NH:32][C:26]2[CH:27]=[CH:28][CH:29]=[C:30]([Cl:31])[C:25]=2[Cl:24])=[O:34])=[C:8]([OH:13])[C:7]=1[S:14]([N:17]1[CH2:18][CH2:19][S:20](=[O:23])[CH2:21][CH2:22]1)(=[O:16])=[O:15]. (3) Given the reactants [CH3:1][O:2][CH2:3][CH2:4][OH:5].[H-].[Na+].[CH3:8][C:9]1[CH:14]=[C:13]([C:15]2[NH:24][C:23](=[O:25])[C:22]3[C:17](=[CH:18][C:19](F)=[CH:20][C:21]=3[O:26][CH3:27])[N:16]=2)[CH:12]=[C:11]([CH3:29])[N:10]=1.O, predict the reaction product. The product is: [CH3:8][C:9]1[CH:14]=[C:13]([C:15]2[NH:24][C:23](=[O:25])[C:22]3[C:17](=[CH:18][C:19]([O:5][CH2:4][CH2:3][O:2][CH3:1])=[CH:20][C:21]=3[O:26][CH3:27])[N:16]=2)[CH:12]=[C:11]([CH3:29])[N:10]=1. (4) Given the reactants [F:1][C:2]1[CH:7]=[CH:6][C:5]([C:8]2[C:13]([C:14]3[CH:19]=[CH:18][N:17]=[CH:16][CH:15]=3)=[C:12]([C:20]3[CH:25]=[CH:24][C:23]([F:26])=[CH:22][CH:21]=3)[N:11]=[C:10]3[O:27][C:28]([C:30](Cl)=[O:31])=[CH:29][C:9]=23)=[CH:4][CH:3]=1.[CH3:33][O:34][CH2:35][CH2:36][NH2:37], predict the reaction product. The product is: [CH3:33][O:34][CH2:35][CH2:36][NH:37][C:30]([C:28]1[O:27][C:10]2=[N:11][C:12]([C:20]3[CH:25]=[CH:24][C:23]([F:26])=[CH:22][CH:21]=3)=[C:13]([C:14]3[CH:19]=[CH:18][N:17]=[CH:16][CH:15]=3)[C:8]([C:5]3[CH:6]=[CH:7][C:2]([F:1])=[CH:3][CH:4]=3)=[C:9]2[CH:29]=1)=[O:31]. (5) Given the reactants [C:1]12([CH2:11][OH:12])[CH2:10][CH:5]3[CH2:6][CH:7]([CH2:9][CH:3]([CH2:4]3)[CH2:2]1)[CH2:8]2.[F:13][C:14]([F:21])([F:20])[C:15](=[CH2:19])[C:16]([OH:18])=[O:17], predict the reaction product. The product is: [F:13][C:14]([F:21])([F:20])[C:15](=[CH2:19])[C:16]([O:18][CH:2]([O:12][CH2:11][C:1]12[CH2:8][CH:7]3[CH2:6][CH:5]([CH2:4][CH:3]([CH2:9]3)[CH2:2]1)[CH2:10]2)[CH:1]([CH3:10])[CH3:8])=[O:17]. (6) Given the reactants [CH3:1][O:2][C:3]1[CH:4]=[C:5]([CH:28]=[CH:29][C:30]=1[O:31][CH3:32])[CH2:6][N:7]1[C:16](=[O:17])[C:15]2[C:10](=[CH:11][CH:12]=[C:13]([N+:18]([O-])=O)[CH:14]=2)[N:9]([CH:21]2[CH2:26][CH2:25][O:24][CH2:23][CH2:22]2)[C:8]1=[O:27].C([O-])=O.[NH4+], predict the reaction product. The product is: [NH2:18][C:13]1[CH:14]=[C:15]2[C:10](=[CH:11][CH:12]=1)[N:9]([CH:21]1[CH2:26][CH2:25][O:24][CH2:23][CH2:22]1)[C:8](=[O:27])[N:7]([CH2:6][C:5]1[CH:28]=[CH:29][C:30]([O:31][CH3:32])=[C:3]([O:2][CH3:1])[CH:4]=1)[C:16]2=[O:17]. (7) Given the reactants [Cl:1][C:2]1[CH:3]=[C:4]([C:14]2([OH:21])[CH2:17][CH:16]([C:18](O)=[O:19])[CH2:15]2)[CH:5]=[CH:6][C:7]=1[CH2:8][N:9]1[CH2:13][CH2:12][CH2:11][CH2:10]1.[CH2:22]([NH2:24])[CH3:23].C1COCC1.C(P1(=O)OP(CCC)(=O)OP(CCC)(=O)O1)CC.[OH-].[Na+], predict the reaction product. The product is: [CH2:22]([NH:24][C:18]([CH:16]1[CH2:17][C:14]([C:4]2[CH:5]=[CH:6][C:7]([CH2:8][N:9]3[CH2:10][CH2:11][CH2:12][CH2:13]3)=[C:2]([Cl:1])[CH:3]=2)([OH:21])[CH2:15]1)=[O:19])[CH3:23].